Dataset: Full USPTO retrosynthesis dataset with 1.9M reactions from patents (1976-2016). Task: Predict the reactants needed to synthesize the given product. The reactants are: [C:1]([C:3]1[CH:4]=[CH:5][C:6]([NH:9][C:10]([N:12]2[C:21]3[N:20]=[C:19]([CH:22](OC)[O:23]C)[C:18]([CH2:27][C:28]([O:30]C(C)(C)C)=[O:29])=[CH:17][C:16]=3[CH2:15][CH2:14][CH2:13]2)=[O:11])=[N:7][CH:8]=1)#[N:2].Cl.C([O-])(O)=O.[Na+]. Given the product [C:1]([C:3]1[CH:4]=[CH:5][C:6]([NH:9][C:10]([N:12]2[C:21]3[N:20]=[C:19]([CH:22]=[O:23])[C:18]([CH2:27][C:28]([OH:30])=[O:29])=[CH:17][C:16]=3[CH2:15][CH2:14][CH2:13]2)=[O:11])=[N:7][CH:8]=1)#[N:2], predict the reactants needed to synthesize it.